From a dataset of Acute oral toxicity (LD50) regression data from Zhu et al.. Regression/Classification. Given a drug SMILES string, predict its toxicity properties. Task type varies by dataset: regression for continuous values (e.g., LD50, hERG inhibition percentage) or binary classification for toxic/non-toxic outcomes (e.g., AMES mutagenicity, cardiotoxicity, hepatotoxicity). Dataset: ld50_zhu. (1) The molecule is S=c1[nH]n(-c2ccccc2)c(=S)s1. The rat oral LD50 is 2.47, given as -log10 of the dose in mol/kg body weight (higher means more acutely toxic). (2) The compound is CC(C)Cl. The rat oral LD50 is 1.20, given as -log10 of the dose in mol/kg body weight (higher means more acutely toxic). (3) The compound is CN(C)CCOC(=O)COc1ccc(Cl)cc1. The rat oral LD50 is 2.00, given as -log10 of the dose in mol/kg body weight (higher means more acutely toxic). (4) The drug is FC(F)(F)c1nc2c(Br)cc(Cl)cc2[nH]1. The rat oral LD50 is 4.62, given as -log10 of the dose in mol/kg body weight (higher means more acutely toxic). (5) The compound is O=[N+]([O-])C(CO)(CO)CO. The rat oral LD50 is 1.90, given as -log10 of the dose in mol/kg body weight (higher means more acutely toxic). (6) The molecule is O=C(CCl)OCC1CC2C=CC1C2. The rat oral LD50 is 3.08, given as -log10 of the dose in mol/kg body weight (higher means more acutely toxic). (7) The molecule is CCOP(C)(=O)SCC. The rat oral LD50 is 4.45, given as -log10 of the dose in mol/kg body weight (higher means more acutely toxic). (8) The compound is CC12CCC3(CCCC(C)(C)C3C1)OC2=O. The rat oral LD50 is 2.14, given as -log10 of the dose in mol/kg body weight (higher means more acutely toxic). (9) The drug is CCCOC(=O)Nc1ccco1. The rat oral LD50 is 2.02, given as -log10 of the dose in mol/kg body weight (higher means more acutely toxic). (10) The drug is CCCCC(CC)COP(=O)(OCCCO)OCC(CC)CCCC. The rat oral LD50 is 1.53, given as -log10 of the dose in mol/kg body weight (higher means more acutely toxic).